From a dataset of NCI-60 drug combinations with 297,098 pairs across 59 cell lines. Regression. Given two drug SMILES strings and cell line genomic features, predict the synergy score measuring deviation from expected non-interaction effect. (1) Drug 1: CCC1(CC2CC(C3=C(CCN(C2)C1)C4=CC=CC=C4N3)(C5=C(C=C6C(=C5)C78CCN9C7C(C=CC9)(C(C(C8N6C=O)(C(=O)OC)O)OC(=O)C)CC)OC)C(=O)OC)O.OS(=O)(=O)O. Drug 2: C1=NC2=C(N=C(N=C2N1C3C(C(C(O3)CO)O)F)Cl)N. Cell line: OVCAR-5. Synergy scores: CSS=6.31, Synergy_ZIP=-0.447, Synergy_Bliss=2.46, Synergy_Loewe=-7.62, Synergy_HSA=1.04. (2) Cell line: 786-0. Drug 1: CNC(=O)C1=CC=CC=C1SC2=CC3=C(C=C2)C(=NN3)C=CC4=CC=CC=N4. Drug 2: C1=CC(=CC=C1CCCC(=O)O)N(CCCl)CCCl. Synergy scores: CSS=55.6, Synergy_ZIP=1.91, Synergy_Bliss=2.15, Synergy_Loewe=3.90, Synergy_HSA=1.92. (3) Drug 1: CC1=C2C(C(=O)C3(C(CC4C(C3C(C(C2(C)C)(CC1OC(=O)C(C(C5=CC=CC=C5)NC(=O)OC(C)(C)C)O)O)OC(=O)C6=CC=CC=C6)(CO4)OC(=O)C)OC)C)OC. Drug 2: C1=C(C(=O)NC(=O)N1)N(CCCl)CCCl. Cell line: U251. Synergy scores: CSS=46.9, Synergy_ZIP=-4.78, Synergy_Bliss=-9.04, Synergy_Loewe=-11.3, Synergy_HSA=-3.51. (4) Drug 1: CC(C)(C#N)C1=CC(=CC(=C1)CN2C=NC=N2)C(C)(C)C#N. Drug 2: C1=NNC2=C1C(=O)NC=N2. Cell line: 786-0. Synergy scores: CSS=1.63, Synergy_ZIP=0.508, Synergy_Bliss=1.63, Synergy_Loewe=-1.10, Synergy_HSA=-0.388. (5) Drug 1: CN(C)C1=NC(=NC(=N1)N(C)C)N(C)C. Drug 2: CC(C)CN1C=NC2=C1C3=CC=CC=C3N=C2N. Cell line: MDA-MB-231. Synergy scores: CSS=-3.05, Synergy_ZIP=1.80, Synergy_Bliss=-0.869, Synergy_Loewe=-4.97, Synergy_HSA=-4.51. (6) Drug 1: CC1=CC2C(CCC3(C2CCC3(C(=O)C)OC(=O)C)C)C4(C1=CC(=O)CC4)C. Drug 2: CS(=O)(=O)OCCCCOS(=O)(=O)C. Cell line: SR. Synergy scores: CSS=49.4, Synergy_ZIP=2.51, Synergy_Bliss=2.79, Synergy_Loewe=-19.5, Synergy_HSA=1.72.